This data is from Forward reaction prediction with 1.9M reactions from USPTO patents (1976-2016). The task is: Predict the product of the given reaction. (1) Given the reactants [C:1]([N:8]1[CH2:15][CH2:14][CH2:13][C@H:9]1[C:10](O)=O)([O:3][C:4]([CH3:7])([CH3:6])[CH3:5])=[O:2].BrCC(C1[CH:25]=[CH:24][C:23]([Br:26])=[CH:22][CH:21]=1)=O.CC[N:29]([CH:33]([CH3:35])[CH3:34])C(C)C.BrC(Br)C(C1C=CC=CC=1)=O.CC#[N:49], predict the reaction product. The product is: [Br:26][C:23]1[CH:24]=[CH:25][C:35]([C:33]2[NH:29][C:10]([C@@H:9]3[CH2:13][CH2:14][CH2:15][N:8]3[C:1]([O:3][C:4]([CH3:7])([CH3:6])[CH3:5])=[O:2])=[N:49][CH:34]=2)=[CH:21][CH:22]=1. (2) Given the reactants Br[C:2]1[CH:3]=[N:4][CH:5]=[C:6]([CH:8]2[N:12]([C:13]3[CH:18]=[CH:17][C:16]([F:19])=[CH:15][C:14]=3[F:20])[N:11]=[C:10]([C:21]([F:27])([F:26])[C:22]([F:25])([F:24])[F:23])[CH2:9]2)[CH:7]=1.[C:28]([N:35]1[CH2:40][CH2:39][NH:38][CH2:37][CH2:36]1)([O:30][C:31]([CH3:34])([CH3:33])[CH3:32])=[O:29].C1C=CC(P(C2C(C3C(P(C4C=CC=CC=4)C4C=CC=CC=4)=CC=C4C=3C=CC=C4)=C3C(C=CC=C3)=CC=2)C2C=CC=CC=2)=CC=1.CC(C)([O-])C.[Na+], predict the reaction product. The product is: [C:28]([N:35]1[CH2:36][CH2:37][N:38]([C:2]2[CH:3]=[N:4][CH:5]=[C:6]([CH:8]3[N:12]([C:13]4[CH:18]=[CH:17][C:16]([F:19])=[CH:15][C:14]=4[F:20])[N:11]=[C:10]([C:21]([F:27])([F:26])[C:22]([F:25])([F:24])[F:23])[CH2:9]3)[CH:7]=2)[CH2:39][CH2:40]1)([O:30][C:31]([CH3:34])([CH3:33])[CH3:32])=[O:29]. (3) Given the reactants CO.[O:3]1[C:8]2[CH:9]=[CH:10][C:11]([CH2:13][N:14]([CH:22]3[CH2:27][CH2:26][N:25]([CH2:28][CH2:29][N:30]4[C:39]5[C:34](=[CH:35][CH:36]=[C:37]([C:40]([NH:42][CH3:43])=[O:41])[CH:38]=5)[C:33]([CH3:44])=[CH:32][C:31]4=[O:45])[CH2:24][CH2:23]3)C(=O)OC(C)(C)C)=[CH:12][C:7]=2[O:6][CH2:5][CH2:4]1.[ClH:46].C(OCC)(=O)C, predict the reaction product. The product is: [ClH:46].[O:3]1[C:8]2[CH:9]=[CH:10][C:11]([CH2:13][NH:14][CH:22]3[CH2:27][CH2:26][N:25]([CH2:28][CH2:29][N:30]4[C:39]5[C:34](=[CH:35][CH:36]=[C:37]([C:40]([NH:42][CH3:43])=[O:41])[CH:38]=5)[C:33]([CH3:44])=[CH:32][C:31]4=[O:45])[CH2:24][CH2:23]3)=[CH:12][C:7]=2[O:6][CH2:5][CH2:4]1. (4) Given the reactants Br[CH2:2][C:3]1[CH:4]=[C:5]([CH:22]=[CH:23][CH:24]=1)[CH2:6][N:7]1[CH:16]=[CH:15][C:14]2[C:9](=[CH:10][C:11]([C:17]([O:19][CH3:20])=[O:18])=[CH:12][CH:13]=2)[C:8]1=[O:21].C(=O)([O-])[O-].[Cs+].[Cs+].[CH2:31]([NH:33][CH2:34][CH3:35])[CH3:32], predict the reaction product. The product is: [CH2:31]([N:33]([CH2:2][C:3]1[CH:4]=[C:5]([CH:22]=[CH:23][CH:24]=1)[CH2:6][N:7]1[CH:16]=[CH:15][C:14]2[C:9](=[CH:10][C:11]([C:17]([O:19][CH3:20])=[O:18])=[CH:12][CH:13]=2)[C:8]1=[O:21])[CH2:34][CH3:35])[CH3:32]. (5) Given the reactants [CH3:1][C:2]([CH3:33])([CH3:32])[C:3](=[O:31])[CH2:4][O:5][C:6]1[CH:11]=[CH:10][C:9]([C:12]([C:17]2[CH:22]=[CH:21][C:20]([NH:23][S:24]([CH2:27][CH3:28])(=[O:26])=[O:25])=[C:19]([CH3:29])[CH:18]=2)([CH2:15][CH3:16])[CH2:13][CH3:14])=[CH:8][C:7]=1[CH3:30].[CH3:34]O, predict the reaction product. The product is: [CH3:33][C:2]([CH3:1])([CH3:32])[C:3](=[O:31])[CH2:4][O:5][C:6]1[CH:11]=[CH:10][C:9]([C:12]([C:17]2[CH:22]=[CH:21][C:20]([N:23]([CH3:34])[S:24]([CH2:27][CH3:28])(=[O:26])=[O:25])=[C:19]([CH3:29])[CH:18]=2)([CH2:15][CH3:16])[CH2:13][CH3:14])=[CH:8][C:7]=1[CH3:30]. (6) Given the reactants [C:1](=[O:17])([O:15][CH3:16])[O:2][C:3]1[CH:8]=[C:7]([N+:9]([O-])=O)[C:6]([F:12])=[CH:5][C:4]=1[CH2:13][CH3:14], predict the reaction product. The product is: [C:1](=[O:17])([O:15][CH3:16])[O:2][C:3]1[CH:8]=[C:7]([NH2:9])[C:6]([F:12])=[CH:5][C:4]=1[CH2:13][CH3:14].